Dataset: Experimentally validated miRNA-target interactions with 360,000+ pairs, plus equal number of negative samples. Task: Binary Classification. Given a miRNA mature sequence and a target amino acid sequence, predict their likelihood of interaction. (1) The miRNA is hsa-miR-362-3p with sequence AACACACCUAUUCAAGGAUUCA. The protein sequence of the target gene is MSAGSATHPGAGGRRSKWDQPAPAPLLFLPPAAPGGEVTSSGGSPGGTTAAPSGALDAAAAVAAKINAMLMAKGKLKPTQNASEKLQAPGKGLTSNKSKDDLVVAEVEINDVPLTCRNLLTRGQTQDEISRLSGAAVSTRGRFMTTEEKAKVGPGDRPLYLHVQGQTRELVDRAVNRIKEIITNGVVKAATGTSPTFNGATVTVYHQPAPIAQLSPAVSQKPPFQSGMHYVQDKLFVGLEHAVPTFNVKEKVEGPGCSYLQHIQIETGAKVFLRGKGSGCIEPASGREAFEPMYIYISHP.... Result: 1 (interaction). (2) The miRNA is hsa-miR-561-5p with sequence AUCAAGGAUCUUAAACUUUGCC. The protein sequence of the target gene is MDSSSFIQFDVPEYSSTVLSQLNELRLQGKLCDIIVHIQGQPFRAHKAVLAASSPYFRDHSALSTMSGLSISVIKNPNVFEQLLSFCYTGRMSLQLKDVVSFLTAASFLQMQCVIDKCTQILESIHSKISVGDVDSVTVGAEENPESRNGVKDSSFFANPVEISPPYCSQGRQPTASSDLRMETTPSKALRSRLQEEGHSDRGSSGSVSEYEIQIEGDHEQGDLLVRESQITEVKVKMEKSDRPSCSDSSSLGDDGYHTEMVDGEQVVAVNVGSYGSVLQHAYSYSQAASQPTNVSEAFG.... Result: 1 (interaction). (3) The miRNA is hsa-miR-186-5p with sequence CAAAGAAUUCUCCUUUUGGGCU. The protein sequence of the target gene is MERQVLLSEPEEAAALYRGLSRQPALSAACLGPEVTTQYGGQYRTVHTEWTQRDLERMENIRFCRQYLVFHDGDSVVFAGPAGNSVETRGELLSRESPSGTMKAVLRKAGGTGPGEEKQFLEVWEKNRKLKSFNLSALEKHGPVYEDDCFGCLSWSHSETHLLYVAEKKRPKAESFFQTKALDVSASDDEIARLKKPDQAIKGDQFVFYEDWGENMVSKSIPVLCVLDVESGNISVLEGVPENVSPGQAFWAPGDAGVVFVGWWHEPFRLGIRFCTNRRSALYYVDLIGGKCELLSDDSL.... Result: 1 (interaction). (4) The miRNA is hsa-miR-18b-5p with sequence UAAGGUGCAUCUAGUGCAGUUAG. The protein sequence of the target gene is MVRETRHLWVGNLPENVREEKIIEHFKRYGRVESVKILPKRGSEGGVAAFVDFVDIKSAQKAHNSVNKMGDRDLRTDYNEPGTIPSAARGLDDTVSIASRSREVSGFRGGGGGPAYGPPPSLHAREGRYERRLDGASDNRERAYEHSAYGHHERGTGGFDRTRHYDQDYYRDPRERTLQHGLYYASRSRSPNRFDAHDPRYEPRAREQFTLPSVVHRDIYRDDITREVRGRRPERNYQHSRSRSPHSSQSRNQSPQRLASQASRPTRSPSGSGSRSRSSSSDSISSSSSTSSDSSDSSSS.... Result: 1 (interaction). (5) The miRNA is hsa-miR-3663-5p with sequence GCUGGUCUGCGUGGUGCUCGG. The protein sequence of the target gene is MSQPPSGGAAPAATSASAAAAATEARMHPEGCSRKQQRAQSPARPRDNSLRQTAGATRSPLGVGPKLNSVRQQQLQQQQQQGNKITGRSTSGTGSRGLGGGAEKAVPSIPKGAVPGAVQPAPGAEGSPAAILASVSFRRSGQPEEAPREIESGPSKVGEPPPLGGVGGGGEGGGAGGGPGDREGGAPQPPPPRGWRGKGVRATQRGSSVAEGVSPSPPTAATSKTPGPGSRNSGSGSTGSGSGGGGSYWKEGCLQSELIQFHLKKERAAAAAAAAQMHTKNGGGGSRSSPVAGAPAICEP.... Result: 0 (no interaction). (6) The miRNA is mmu-miR-133b-3p with sequence UUUGGUCCCCUUCAACCAGCUA. The protein sequence of the target gene is MTDSIPLQPVRHKKRVDSRPRAGCCEWLRCCGGGEPRPRTVWLGHPEKRDQRYPRNVINNQKYNFFTFLPGVLFSQFRYFFNFYFLLLACSQFVPEMRLGALYTYWVPLGFVLAVTIIREAVEEIRCYVRDKEMNSQVYSRLTSRGTVKVKSSNIQVGDLILVEKNQRVPADMIFLRTSEKNGSCFLRTDQLDGETDWKLRLPVACTQRLPTAADLLQIRSYVYAEEPNIDIHNFLGTFTREDSDPPISESLSIENTLWAGTVIASGTVVGVVLYTGRELRSVMNTSDPRSKIGLFDLEV.... Result: 0 (no interaction). (7) The miRNA is hsa-miR-1587 with sequence UUGGGCUGGGCUGGGUUGGG. The protein sequence of the target gene is MAERSGKITAGQAYIEVEYDYEYDAKDRKIVIRQGERYLLVKKTNDDWWQVRPDENSKAFYVPAQYVKEVTRKALMPPVKQATGLPNNSMKTIQSMHLQRSTENVNKMPELSSFGKPSSSVQGTGLIRDANQNFGSNYNSGQTLNLSLDLTHNNGKFNSDSHSPKVSSQNRTRLFGHFPGPEFLDIEKTSFSQEQSCDSAGEGSERIQQDSESGDELSSSSTEQMRATTPPNQGRPDSPVYANLQELKISQSALPPLPGSPAIQVNGEWETHKDSSGRCYYYNRTTQERTWKPPRWARDV.... Result: 0 (no interaction).